Task: Predict which catalyst facilitates the given reaction.. Dataset: Catalyst prediction with 721,799 reactions and 888 catalyst types from USPTO (1) Reactant: Br[C:2]1[CH:3]=[CH:4][C:5]([O:10][CH2:11][CH:12]2[CH2:17][CH2:16][N:15]([CH2:18][C:19]([CH2:23][CH3:24])([F:22])[CH2:20][CH3:21])[CH2:14][CH2:13]2)=[C:6]([CH:9]=1)[C:7]#[N:8].[CH2:25]([O:27][C:28]([C:30]1[CH:35]=[CH:34][C:33](B(O)O)=[CH:32][C:31]=1[F:39])=[O:29])[CH3:26].C([O-])([O-])=O.[Cs+].[Cs+]. Product: [C:7]([C:6]1[CH:9]=[C:2]([C:33]2[CH:34]=[CH:35][C:30]([C:28]([O:27][CH2:25][CH3:26])=[O:29])=[C:31]([F:39])[CH:32]=2)[CH:3]=[CH:4][C:5]=1[O:10][CH2:11][CH:12]1[CH2:17][CH2:16][N:15]([CH2:18][C:19]([CH2:23][CH3:24])([F:22])[CH2:20][CH3:21])[CH2:14][CH2:13]1)#[N:8]. The catalyst class is: 263. (2) The catalyst class is: 7. Reactant: [OH:1][CH2:2][C:3]1[CH:4]=[C:5]([C:9]2[C:14]([CH3:15])=[CH:13][C:12]([O:16][CH2:17][C:18]3([OH:24])[CH2:23][CH2:22][S:21][CH2:20][CH2:19]3)=[CH:11][C:10]=2[CH3:25])[CH:6]=[CH:7][CH:8]=1.[F:26][C:27]1[CH:32]=[C:31](O)[CH:30]=[CH:29][C:28]=1[CH2:34][CH2:35][C:36]([O:38][CH2:39][CH3:40])=[O:37].C(P(CCCC)CCCC)CCC.N(C(N1CCCCC1)=O)=NC(N1CCCCC1)=O. Product: [F:26][C:27]1[CH:32]=[C:31]([O:1][CH2:2][C:3]2[CH:4]=[C:5]([C:9]3[C:10]([CH3:25])=[CH:11][C:12]([O:16][CH2:17][C:18]4([OH:24])[CH2:23][CH2:22][S:21][CH2:20][CH2:19]4)=[CH:13][C:14]=3[CH3:15])[CH:6]=[CH:7][CH:8]=2)[CH:30]=[CH:29][C:28]=1[CH2:34][CH2:35][C:36]([O:38][CH2:39][CH3:40])=[O:37]. (3) Reactant: [S:1]1[C:5]([C:6]2[C:7]3[CH:14]=[CH:13][N:12]([CH2:15][O:16][CH2:17][CH2:18][Si:19]([CH3:22])([CH3:21])[CH3:20])[C:8]=3[N:9]=[CH:10][N:11]=2)=[CH:4][N:3]=[CH:2]1.C([Li])CCC.CON(C)[C:31](=[O:43])[CH2:32][O:33][CH2:34][C:35]1[CH:40]=[CH:39][C:38]([O:41][CH3:42])=[CH:37][CH:36]=1. Product: [CH3:42][O:41][C:38]1[CH:39]=[CH:40][C:35]([CH2:34][O:33][CH2:32][C:31]([C:2]2[S:1][C:5]([C:6]3[C:7]4[CH:14]=[CH:13][N:12]([CH2:15][O:16][CH2:17][CH2:18][Si:19]([CH3:22])([CH3:21])[CH3:20])[C:8]=4[N:9]=[CH:10][N:11]=3)=[CH:4][N:3]=2)=[O:43])=[CH:36][CH:37]=1. The catalyst class is: 134. (4) Reactant: [CH3:1][N:2]1[C:6]([C:7]2[CH:8]=[N:9][CH:10]=[CH:11][CH:12]=2)=[C:5](/[CH:13]=[CH:14]/[C:15]([O:17]CC)=[O:16])[CH:4]=[N:3]1.[OH-].[Na+].C(O)(=O)CC(CC(O)=O)(C(O)=O)O. The catalyst class is: 5. Product: [CH3:1][N:2]1[C:6]([C:7]2[CH:8]=[N:9][CH:10]=[CH:11][CH:12]=2)=[C:5](/[CH:13]=[CH:14]/[C:15]([OH:17])=[O:16])[CH:4]=[N:3]1. (5) Reactant: [CH3:1][C:2]1([CH3:16])[C:6]2[CH:7]=[CH:8][C:9]([N+:11]([O-:13])=[O:12])=[CH:10][C:5]=2[S:4](=[O:15])(=[O:14])[NH:3]1.I[CH3:18]. Product: [CH3:18][N:3]1[C:2]([CH3:16])([CH3:1])[C:6]2[CH:7]=[CH:8][C:9]([N+:11]([O-:13])=[O:12])=[CH:10][C:5]=2[S:4]1(=[O:15])=[O:14]. The catalyst class is: 9. (6) Reactant: CC(OC(/N=N/C(OC(C)C)=O)=O)C.[Cl:15][C:16]1[C:21]2[C:22](=[O:26])[NH:23][N:24]=[CH:25][C:20]=2[CH:19]=[N:18][CH:17]=1.[N:27]1[C:36]2[C:31](=[CH:32][CH:33]=[CH:34][CH:35]=2)[CH:30]=[CH:29][C:28]=1[CH2:37][CH2:38]O.C(Cl)Cl. Product: [Cl:15][C:16]1[C:21]2[C:22](=[O:26])[N:23]([CH2:38][CH2:37][C:28]3[CH:29]=[CH:30][C:31]4[C:36](=[CH:35][CH:34]=[CH:33][CH:32]=4)[N:27]=3)[N:24]=[CH:25][C:20]=2[CH:19]=[N:18][CH:17]=1. The catalyst class is: 20. (7) Reactant: [NH2:1][C:2]1[C:11]([C:12]2[CH:17]=[CH:16][C:15]([O:18][CH3:19])=[C:14]([Cl:20])[CH:13]=2)=[N:10][C:9]([Br:21])=[CH:8][C:3]=1[C:4]([O:6][CH3:7])=[O:5].N([O-])=O.[Na+].[N-:26]=[N+:27]=[N-].[Na+].C(OCC)C. Product: [N:1]([C:2]1[C:11]([C:12]2[CH:17]=[CH:16][C:15]([O:18][CH3:19])=[C:14]([Cl:20])[CH:13]=2)=[N:10][C:9]([Br:21])=[CH:8][C:3]=1[C:4]([O:6][CH3:7])=[O:5])=[N+:26]=[N-:27]. The catalyst class is: 55. (8) Reactant: [Cl:1][C:2]1[CH:7]=[CH:6][C:5]([CH:8]([C:26]2[CH:31]=[CH:30][C:29]([Cl:32])=[CH:28][CH:27]=2)[C:9]2[CH:10]=[C:11]3[C:16](=[CH:17][CH:18]=2)[N:15]=[N:14][CH:13]=[C:12]3[NH:19][CH:20]2[CH2:25][CH2:24][NH:23][CH2:22][CH2:21]2)=[CH:4][CH:3]=1.[CH:33]([C:35]1[CH:43]=[CH:42][CH:41]=[CH:40][C:36]=1[C:37]([OH:39])=[O:38])=O.CC(O)=O.[BH3-]C#N.[Na+].Cl. Product: [Cl:1][C:2]1[CH:7]=[CH:6][C:5]([CH:8]([C:26]2[CH:27]=[CH:28][C:29]([Cl:32])=[CH:30][CH:31]=2)[C:9]2[CH:10]=[C:11]3[C:16](=[CH:17][CH:18]=2)[N:15]=[N:14][CH:13]=[C:12]3[NH:19][CH:20]2[CH2:21][CH2:22][N:23]([CH2:33][C:35]3[CH:43]=[CH:42][CH:41]=[CH:40][C:36]=3[C:37]([OH:39])=[O:38])[CH2:24][CH2:25]2)=[CH:4][CH:3]=1. The catalyst class is: 5.